Dataset: Forward reaction prediction with 1.9M reactions from USPTO patents (1976-2016). Task: Predict the product of the given reaction. (1) Given the reactants [Cl:1][C:2]1[N:7]=[C:6]([NH:8][C@H:9]2[CH2:14][CH2:13][C@H:12]([NH2:15])[CH2:11][CH2:10]2)[CH:5]=[C:4]([I:16])[CH:3]=1.[C:17]([O:21][C:22]([NH:24][CH2:25][C:26](O)=[O:27])=[O:23])([CH3:20])([CH3:19])[CH3:18].C1C=CC2N(O)N=NC=2C=1.C(Cl)CCl.C(N(CC)CC)C, predict the reaction product. The product is: [Cl:1][C:2]1[N:7]=[C:6]([NH:8][C@H:9]2[CH2:10][CH2:11][C@H:12]([NH:15][C:26](=[O:27])[CH2:25][NH:24][C:22](=[O:23])[O:21][C:17]([CH3:18])([CH3:19])[CH3:20])[CH2:13][CH2:14]2)[CH:5]=[C:4]([I:16])[CH:3]=1. (2) Given the reactants O([C:8]([NH:10][C:11]1[CH:20]=[CH:19][CH:18]=[C:17]2[C:12]=1[CH2:13][CH2:14][CH2:15][CH:16]2[C:21]1[N:22]=[CH:23][N:24](C(OC(C)(C)C)=O)[CH:25]=1)=[O:9])C1C=CC=CC=1.[CH3:33][O:34][CH2:35][CH2:36][NH:37][CH2:38][CH2:39][O:40][CH3:41], predict the reaction product. The product is: [NH:24]1[CH:25]=[C:21]([CH:16]2[CH2:15][CH2:14][CH2:13][C:12]3[C:11]([NH:10][C:8](=[O:9])[N:37]([CH2:38][CH2:39][O:40][CH3:41])[CH2:36][CH2:35][O:34][CH3:33])=[CH:20][CH:19]=[CH:18][C:17]2=3)[N:22]=[CH:23]1. (3) Given the reactants [NH2:1][C:2]1[CH:3]=[CH:4][C:5]2[NH:11][C:10]3[CH:12]=[C:13]([C:16]4[CH:21]=[CH:20][C:19]([N+:22]([O-:24])=[O:23])=[C:18]([O:25][CH3:26])[CH:17]=4)[CH:14]=[CH:15][C:9]=3[C:8](=[O:27])[NH:7][C:6]=2[CH:28]=1.[CH3:29][N:30]([CH2:32][C:33](O)=[O:34])[CH3:31].CN(C(ON1N=NC2C=CC=NC1=2)=[N+](C)C)C.F[P-](F)(F)(F)(F)F.CCN(CC)CC, predict the reaction product. The product is: [CH3:29][N:30]([CH3:31])[CH2:32][C:33]([NH:1][C:2]1[CH:3]=[CH:4][C:5]2[NH:11][C:10]3[CH:12]=[C:13]([C:16]4[CH:21]=[CH:20][C:19]([N+:22]([O-:24])=[O:23])=[C:18]([O:25][CH3:26])[CH:17]=4)[CH:14]=[CH:15][C:9]=3[C:8](=[O:27])[NH:7][C:6]=2[CH:28]=1)=[O:34]. (4) Given the reactants Cl.[Cl:2][C:3]1[C:10]([CH3:11])=[C:9]([N:12]2[C:16](=[O:17])[C:15]3([CH2:21][CH2:20][CH2:19][CH:18]3[CH2:22][O:23]COC)[N:14]([CH3:27])[C:13]2=[O:28])[CH:8]=[CH:7][C:4]=1[C:5]#[N:6], predict the reaction product. The product is: [Cl:2][C:3]1[C:10]([CH3:11])=[C:9]([N:12]2[C:16](=[O:17])[C:15]3([CH2:21][CH2:20][CH2:19][CH:18]3[CH2:22][OH:23])[N:14]([CH3:27])[C:13]2=[O:28])[CH:8]=[CH:7][C:4]=1[C:5]#[N:6]. (5) Given the reactants [CH3:1][C:2]1[NH:3][CH:4]=[C:5]([C:7]([F:10])([F:9])[F:8])[N:6]=1.C(Cl)(Cl)Cl.[I:15]I, predict the reaction product. The product is: [I:15][C:4]1[NH:3][C:2]([CH3:1])=[N:6][C:5]=1[C:7]([F:10])([F:9])[F:8]. (6) Given the reactants [Br:1][C:2]1[CH:3]=[C:4]([NH:23]CC2C=CC=CN=2)[CH:5]=[C:6]2[C:11]=1[N:10]=[CH:9][C:8]([C:12]#[N:13])=[C:7]2[NH:14][C:15]1[CH:20]=[CH:19][C:18]([F:21])=[C:17]([Cl:22])[CH:16]=1.[CH:31]([C:33]1[NH:37][CH:36]=[N:35][C:34]=1[C:38]([O:40][CH3:41])=[O:39])=O.[BH3-]C#N.[Na+], predict the reaction product. The product is: [Br:1][C:2]1[CH:3]=[C:4]([NH:23][CH2:31][C:33]2[NH:37][CH:36]=[N:35][C:34]=2[C:38]([O:40][CH3:41])=[O:39])[CH:5]=[C:6]2[C:11]=1[N:10]=[CH:9][C:8]([C:12]#[N:13])=[C:7]2[NH:14][C:15]1[CH:20]=[CH:19][C:18]([F:21])=[C:17]([Cl:22])[CH:16]=1. (7) Given the reactants [NH2:1][C:2]1[CH2:8][C:7]([C:9]([O:11][CH2:12][CH3:13])=[O:10])=[CH:6][C:5]2[CH:14]=[C:15](Br)[CH:16]=[CH:17][C:4]=2[N:3]=1.[CH2:19]([O:21][C:22](=[O:40])[NH:23][C:24]1[CH:29]=[CH:28][C:27](B2OC(C)(C)C(C)(C)O2)=[C:26]([Cl:39])[CH:25]=1)[CH3:20].C(=O)([O-])[O-].[Cs+].[Cs+], predict the reaction product. The product is: [NH2:1][C:2]1[CH2:8][C:7]([C:9]([O:11][CH2:12][CH3:13])=[O:10])=[CH:6][C:5]2[CH:14]=[C:15]([C:27]3[CH:28]=[CH:29][C:24]([NH:23][C:22]([O:21][CH2:19][CH3:20])=[O:40])=[CH:25][C:26]=3[Cl:39])[CH:16]=[CH:17][C:4]=2[N:3]=1.